Dataset: Forward reaction prediction with 1.9M reactions from USPTO patents (1976-2016). Task: Predict the product of the given reaction. (1) The product is: [CH2:1]([N:8]1[CH:12]=[C:11]([C:13]2[CH:18]=[C:17]([CH2:19][CH2:20][CH3:21])[CH:16]=[C:15]([C:22]3[CH:27]=[CH:26][C:25]([O:28][CH3:29])=[CH:24][CH:23]=3)[C:14]=2[C:31]2[CH:36]=[CH:35][CH:34]=[CH:33][CH:32]=2)[CH:10]=[N:9]1)[C:2]1[CH:7]=[CH:6][CH:5]=[CH:4][CH:3]=1. Given the reactants [CH2:1]([N:8]1[CH:12]=[C:11]([C:13]2[C:14](I)=[C:15]([C:22]3[CH:27]=[CH:26][C:25]([O:28][CH3:29])=[CH:24][CH:23]=3)[CH:16]=[C:17]([CH2:19][CH2:20][CH3:21])[CH:18]=2)[CH:10]=[N:9]1)[C:2]1[CH:7]=[CH:6][CH:5]=[CH:4][CH:3]=1.[C:31]1(B(O)O)[CH:36]=[CH:35][CH:34]=[CH:33][CH:32]=1.C([O-])([O-])=O.[K+].[K+], predict the reaction product. (2) The product is: [F:10][C:11]1[CH:16]=[CH:15][C:14]([C:17](=[O:19])[CH2:18][C:5]2[CH:6]=[CH:7][CH:8]=[C:3]([O:2][CH3:1])[CH:4]=2)=[CH:13][CH:12]=1. Given the reactants [CH3:1][O:2][C:3]1[CH:4]=[C:5](Cl)[CH:6]=[CH:7][CH:8]=1.[F:10][C:11]1[CH:16]=[CH:15][C:14]([C:17](=[O:19])[CH3:18])=[CH:13][CH:12]=1.P, predict the reaction product. (3) Given the reactants CN(C)C=O.[N+:6]([C:9]1[CH:17]=[CH:16][CH:15]=[C:14]2[C:10]=1[CH2:11][N:12]([CH:19]1[CH2:24][CH2:23][C:22](=[O:25])[NH:21][C:20]1=[O:26])[C:13]2=[O:18])([O-])=O.[H][H], predict the reaction product. The product is: [CH:16]1[CH:15]=[C:14]2[C:13](=[O:18])[N:12]([CH:19]3[C:20](=[O:26])[NH:21][C:22](=[O:25])[CH2:23][CH2:24]3)[CH2:11][C:10]2=[C:9]([NH2:6])[CH:17]=1. (4) The product is: [C:34]([O:33][C:31](=[O:32])[NH:30][C:4]1([CH2:1][CH:2]=[CH2:3])[CH2:5][CH2:6][CH:7]([O:10][C:11]2[CH:12]=[C:13]3[C:18](=[CH:19][C:20]=2[Cl:21])[C:17]([O:22][CH2:23][C:24]2[CH:29]=[CH:28][CH:27]=[CH:26][CH:25]=2)=[N:16][CH:15]=[CH:14]3)[CH2:8][CH2:9]1)([CH3:37])([CH3:36])[CH3:35]. Given the reactants [CH2:1]([C:4]1([NH2:30])[CH2:9][CH2:8][CH:7]([O:10][C:11]2[CH:12]=[C:13]3[C:18](=[CH:19][C:20]=2[Cl:21])[C:17]([O:22][CH2:23][C:24]2[CH:29]=[CH:28][CH:27]=[CH:26][CH:25]=2)=[N:16][CH:15]=[CH:14]3)[CH2:6][CH2:5]1)[CH:2]=[CH2:3].[C:31](O[C:31]([O:33][C:34]([CH3:37])([CH3:36])[CH3:35])=[O:32])([O:33][C:34]([CH3:37])([CH3:36])[CH3:35])=[O:32].C(N(CC)CC)C, predict the reaction product. (5) Given the reactants FC(F)(F)C1C=C(NC(=O)NC2C=CC(C3SC(CCC(O)=O)=NC=3)=CC=2)C=CC=1.[C:31]([N:33]=[C:34]([NH:56][C:57]1[CH:62]=[CH:61][CH:60]=[CH:59][C:58]=1[F:63])[NH:35][C:36]1[CH:41]=[CH:40][C:39]([C:42]2[S:46][C:45]([CH2:47][CH2:48][C:49]([CH3:55])([CH3:54])[C:50]([O:52]C)=[O:51])=[N:44][CH:43]=2)=[CH:38][CH:37]=1)#[N:32], predict the reaction product. The product is: [C:31]([N:33]=[C:34]([NH:56][C:57]1[CH:62]=[CH:61][CH:60]=[CH:59][C:58]=1[F:63])[NH:35][C:36]1[CH:37]=[CH:38][C:39]([C:42]2[S:46][C:45]([CH2:47][CH2:48][C:49]([CH3:55])([CH3:54])[C:50]([OH:52])=[O:51])=[N:44][CH:43]=2)=[CH:40][CH:41]=1)#[N:32]. (6) Given the reactants [F:1][C:2]1[C:3](Cl)=[N:4][C:5]([Cl:8])=[N:6][CH:7]=1.C(=O)([O-])[O-].[K+].[K+].[NH2:16][C@@H:17]1[CH2:21][CH2:20][CH2:19][C@@H:18]1[C:22]([OH:24])=[O:23], predict the reaction product. The product is: [Cl:8][C:5]1[N:4]=[C:3]([NH:16][C@@H:17]2[CH2:21][CH2:20][CH2:19][C@@H:18]2[C:22]([OH:24])=[O:23])[C:2]([F:1])=[CH:7][N:6]=1. (7) The product is: [CH:8]([N:11]1[CH2:16][CH2:15][NH:14][CH2:13][CH2:12]1)([CH3:10])[CH3:9]. Given the reactants C(O)(C(F)(F)F)=O.[CH:8]([N:11]1[CH2:16][CH2:15][N:14](C(OC(C)(C)C)=O)[CH2:13][CH2:12]1)([CH3:10])[CH3:9], predict the reaction product.